This data is from Full USPTO retrosynthesis dataset with 1.9M reactions from patents (1976-2016). The task is: Predict the reactants needed to synthesize the given product. (1) Given the product [O:14]=[C:13]1[NH:12][C:11]([C:15]2[CH:20]=[CH:19][C:18]([C:21]([F:24])([F:23])[F:22])=[CH:17][CH:16]=2)=[CH:10][N:9]2[C:5]([C:3]([NH2:4])=[NH:2])=[CH:6][CH:7]=[C:8]12, predict the reactants needed to synthesize it. The reactants are: O[NH:2][C:3]([C:5]1[N:9]2[CH:10]=[C:11]([C:15]3[CH:20]=[CH:19][C:18]([C:21]([F:24])([F:23])[F:22])=[CH:17][CH:16]=3)[NH:12][C:13](=[O:14])[C:8]2=[CH:7][CH:6]=1)=[NH:4].C(O)(=O)C.C([O-])=O.[NH4+]. (2) Given the product [Cl:1][C:2]1[C:3]([F:12])=[CH:4][CH:5]=[C:6]([N+:9]([O-:11])=[O:10])[C:7]=1[NH:16][CH2:15][CH2:13][OH:14], predict the reactants needed to synthesize it. The reactants are: [Cl:1][C:2]1[C:7](F)=[C:6]([N+:9]([O-:11])=[O:10])[CH:5]=[CH:4][C:3]=1[F:12].[CH2:13]([CH2:15][NH2:16])[OH:14].CCN(CC)CC. (3) The reactants are: [F:1][C:2]([F:7])([F:6])[C:3]([OH:5])=[O:4].[F:8][C:9]([F:14])([F:13])[C:10]([OH:12])=[O:11].FC(F)(F)C(O)=O.[Cl:22][C:23]1[CH:24]=[N:25][C:26]2[NH:27][C:28]3[CH:29]=[N:30][CH:31]=[C:32]([CH:54]=3)[CH2:33][CH2:34][C:35]3[CH:43]=[C:39]([NH:40][C:41]=1[N:42]=2)[CH:38]=[CH:37][C:36]=3[O:44][CH2:45][C:46](=[O:53])[N:47]1[CH2:52][CH2:51][NH:50][CH2:49][CH2:48]1.[CH3:55][O:56][CH2:57][C:58](Cl)=[O:59]. Given the product [F:1][C:2]([F:7])([F:6])[C:3]([OH:5])=[O:4].[F:8][C:9]([F:14])([F:13])[C:10]([OH:12])=[O:11].[Cl:22][C:23]1[CH:24]=[N:25][C:26]2[NH:27][C:28]3[CH:29]=[N:30][CH:31]=[C:32]([CH:54]=3)[CH2:33][CH2:34][C:35]3[CH:43]=[C:39]([NH:40][C:41]=1[N:42]=2)[CH:38]=[CH:37][C:36]=3[O:44][CH2:45][C:46]([N:47]1[CH2:52][CH2:51][N:50]([C:58](=[O:59])[CH2:57][O:56][CH3:55])[CH2:49][CH2:48]1)=[O:53], predict the reactants needed to synthesize it. (4) Given the product [C:1]([O:5][C:6]([N:8]1[CH2:13][CH2:12][CH:11]([N:14]2[CH2:18][CH2:17][C@@H:16]([CH2:19][C:20]3[C:25]([Cl:26])=[CH:24][C:23]([OH:27])=[CH:22][C:21]=3[Cl:35])[C:15]2=[O:36])[CH2:10][CH2:9]1)=[O:7])([CH3:4])([CH3:2])[CH3:3], predict the reactants needed to synthesize it. The reactants are: [C:1]([O:5][C:6]([N:8]1[CH2:13][CH2:12][CH:11]([N:14]2[CH2:18][CH2:17][C@@H:16]([CH2:19][C:20]3[C:25]([Cl:26])=[CH:24][C:23]([O:27]CC4C=CC=CC=4)=[CH:22][C:21]=3[Cl:35])[C:15]2=[O:36])[CH2:10][CH2:9]1)=[O:7])([CH3:4])([CH3:3])[CH3:2]. (5) Given the product [Cl:28][C:23]1[CH:22]=[CH:21][C:20]([N:16]2[CH2:15][CH2:14][N:13]([C@@H:11]([C:5]3[CH:6]=[CH:7][C:8]([O:9][CH3:10])=[C:3]([O:2][CH3:1])[CH:4]=3)[CH3:12])[CH2:18][CH2:17]2)=[CH:25][C:24]=1[O:26][CH3:27], predict the reactants needed to synthesize it. The reactants are: [CH3:1][O:2][C:3]1[CH:4]=[C:5]([C@H:11]([N:13]2[CH2:18][CH2:17][NH:16][CH2:15][CH2:14]2)[CH3:12])[CH:6]=[CH:7][C:8]=1[O:9][CH3:10].Br[C:20]1[CH:21]=[CH:22][C:23]([Cl:28])=[C:24]([O:26][CH3:27])[CH:25]=1.CC(C)([O-])C.[K+].Cl. (6) Given the product [CH3:7][C:8]1[C:9]([CH2:15][NH:1][CH2:2][CH2:3][CH2:4][CH2:5][OH:6])=[N:10][CH:11]=[C:12]([CH3:14])[CH:13]=1, predict the reactants needed to synthesize it. The reactants are: [NH2:1][CH2:2][CH2:3][CH2:4][CH2:5][OH:6].[CH3:7][C:8]1[C:9]([CH:15]=O)=[N:10][CH:11]=[C:12]([CH3:14])[CH:13]=1.[BH4-].[Na+].